From a dataset of Catalyst prediction with 721,799 reactions and 888 catalyst types from USPTO. Predict which catalyst facilitates the given reaction. Reactant: [S:1]1[C:5]([CH:6]([O:11][CH3:12])[C:7](OC)=[O:8])=[CH:4][C:3]2[CH:13]=[CH:14][CH:15]=[CH:16][C:2]1=2.O.[NH2:18][NH2:19]. Product: [S:1]1[C:5]([CH:6]([O:11][CH3:12])[C:7]([NH:18][NH2:19])=[O:8])=[CH:4][C:3]2[CH:13]=[CH:14][CH:15]=[CH:16][C:2]1=2. The catalyst class is: 8.